This data is from Forward reaction prediction with 1.9M reactions from USPTO patents (1976-2016). The task is: Predict the product of the given reaction. (1) Given the reactants C(O[C:4]1[C:5](=[O:16])[C:6](=[O:15])[C:7]=1[NH:8][C:9]1[CH:10]=[N:11][CH:12]=[CH:13][CH:14]=1)C.[Cl:17][C:18]1[CH:33]=[CH:32][C:21]([O:22][C:23]2[CH:28]=[CH:27][C:26]([CH2:29][CH2:30][NH2:31])=[CH:25][CH:24]=2)=[CH:20][CH:19]=1, predict the reaction product. The product is: [Cl:17][C:18]1[CH:33]=[CH:32][C:21]([O:22][C:23]2[CH:28]=[CH:27][C:26]([CH2:29][CH2:30][NH:31][C:4]3[C:5](=[O:16])[C:6](=[O:15])[C:7]=3[NH:8][C:9]3[CH:10]=[N:11][CH:12]=[CH:13][CH:14]=3)=[CH:25][CH:24]=2)=[CH:20][CH:19]=1. (2) Given the reactants [CH3:1][S:2]([CH3:5])(=[O:4])=[O:3].[Li]CCCC.CN(P(N(C)C)(N(C)C)=O)C.[Br:22][C:23]1[CH:28]=[CH:27][C:26]([NH:29][C:30]2[C:31]([CH:40]=[O:41])=[CH:32][C:33]3[NH:37][CH:36]=[N:35][C:34]=3[C:38]=2[F:39])=[C:25]([Cl:42])[CH:24]=1, predict the reaction product. The product is: [Br:22][C:23]1[CH:28]=[CH:27][C:26]([NH:29][C:30]2[C:31]([CH:40]([OH:41])[CH2:1][S:2]([CH3:5])(=[O:4])=[O:3])=[CH:32][C:33]3[NH:37][CH:36]=[N:35][C:34]=3[C:38]=2[F:39])=[C:25]([Cl:42])[CH:24]=1. (3) Given the reactants [Br:1][C:2]1[CH:3]=[CH:4][C:5]([F:33])=[C:6]([C@@:8]2([CH3:32])[N:17](CC3C=CC(OC)=CC=3OC)[C:16](=[O:29])[C:11]3([CH2:15][CH:14]=[CH:13][CH2:12]3)[S:10](=[O:31])(=[O:30])[CH2:9]2)[CH:7]=1.FC(F)(F)C(O)=O.FC(F)(F)S(O)(=O)=O.C([O-])([O-])=O.[Na+].[Na+], predict the reaction product. The product is: [Br:1][C:2]1[CH:3]=[CH:4][C:5]([F:33])=[C:6]([C@@:8]2([CH3:32])[NH:17][C:16](=[O:29])[C:11]3([CH2:12][CH:13]=[CH:14][CH2:15]3)[S:10](=[O:31])(=[O:30])[CH2:9]2)[CH:7]=1. (4) Given the reactants [C@H:1]12[CH2:6][C@H:5]1[CH2:4][CH2:3][C:2]2=O.[C:8]([O:15]CC)(=[O:14])[C:9](OCC)=O.CC(C)([O-])C.[K+].[NH:24]([C:26]1[CH:31]=[N:30][CH:29]=[CH:28][N:27]=1)[NH2:25].Cl, predict the reaction product. The product is: [N:27]1[CH:28]=[CH:29][N:30]=[CH:31][C:26]=1[N:24]1[C:2]2[C@H:1]3[CH2:6][C@H:5]3[CH2:4][C:3]=2[C:9]([C:8]([OH:15])=[O:14])=[N:25]1. (5) Given the reactants [NH2:1][C:2]1[C:7]([F:8])=[C:6](Cl)[N:5]=[C:4]([C:10]([O:12][CH3:13])=[O:11])[C:3]=1[Cl:14].[CH2:15]([Sn](CCCC)(CCCC)C=C)[CH2:16]CC.[F-].[Cs+], predict the reaction product. The product is: [NH2:1][C:2]1[C:7]([F:8])=[C:6]([CH:15]=[CH2:16])[N:5]=[C:4]([C:10]([O:12][CH3:13])=[O:11])[C:3]=1[Cl:14]. (6) Given the reactants Br[C:2]1[N:7]=[C:6]([CH2:8][CH2:9][O:10][CH2:11][C:12]([CH3:15])([OH:14])[CH3:13])[CH:5]=[CH:4][CH:3]=1.[NH2:16][C:17]1[S:18][C:19]([C:25]2[C:30]([F:31])=[CH:29][C:28]([C:32]([OH:35])([CH3:34])[CH3:33])=[CH:27][C:26]=2[F:36])=[CH:20][C:21]=1[C:22]([NH2:24])=[O:23], predict the reaction product. The product is: [F:36][C:26]1[CH:27]=[C:28]([C:32]([OH:35])([CH3:34])[CH3:33])[CH:29]=[C:30]([F:31])[C:25]=1[C:19]1[S:18][C:17]([NH:16][C:2]2[CH:3]=[CH:4][CH:5]=[C:6]([CH2:8][CH2:9][O:10][CH2:11][C:12]([OH:14])([CH3:15])[CH3:13])[N:7]=2)=[C:21]([C:22]([NH2:24])=[O:23])[CH:20]=1. (7) Given the reactants [Cl:1][C:2]1[N:7]=[C:6]([N:8]2[CH2:13][CH2:12][CH:11]([NH:14][CH3:15])[CH2:10][CH2:9]2)[CH:5]=[C:4]([C:16]2[NH:20][N:19]=[N:18][N:17]=2)[CH:3]=1.[Br:21][C:22]1[CH:23]=[C:24]([C:28]([O:30]C2C(F)=C(F)C(F)=C(F)C=2F)=O)[NH:25][C:26]=1[CH3:27], predict the reaction product. The product is: [Br:21][C:22]1[CH:23]=[C:24]([C:28]([N:14]([CH:11]2[CH2:10][CH2:9][N:8]([C:6]3[CH:5]=[C:4]([C:16]4[NH:20][N:19]=[N:18][N:17]=4)[CH:3]=[C:2]([Cl:1])[N:7]=3)[CH2:13][CH2:12]2)[CH3:15])=[O:30])[NH:25][C:26]=1[CH3:27].